Dataset: Forward reaction prediction with 1.9M reactions from USPTO patents (1976-2016). Task: Predict the product of the given reaction. (1) Given the reactants C([S:5][CH2:6][C@:7]([N:14]=[C:15]=[O:16])([CH3:13])[C:8]([O:10]CC)=[O:9])(C)(C)C.O.C1(C)C=CC(S(O)(=O)=O)=CC=1.[OH-].[Na+], predict the reaction product. The product is: [CH3:13][C@:7]1([C:8]([OH:10])=[O:9])[CH2:6][S:5][C:15](=[O:16])[NH:14]1. (2) Given the reactants [Br:1]Br.[CH2:3]([N:10]([CH2:32][C:33]1[CH:38]=[CH:37][CH:36]=[CH:35][CH:34]=1)[C:11]1[N:19]=[C:18]([CH2:20][CH2:21][C:22]2([CH3:30])[O:27][CH2:26][C:25]([CH3:29])([CH3:28])[CH2:24][O:23]2)[N:17]=[C:16]2[C:12]=1[N:13]=[CH:14][N:15]2[CH3:31])[C:4]1[CH:9]=[CH:8][CH:7]=[CH:6][CH:5]=1.C([O-])(=O)C.C([O-])(=O)C.[Na+], predict the reaction product. The product is: [CH2:3]([N:10]([CH2:32][C:33]1[CH:34]=[CH:35][CH:36]=[CH:37][CH:38]=1)[C:11]1[N:19]=[C:18]([CH2:20][CH2:21][C:22]2([CH3:30])[O:23][CH2:24][C:25]([CH3:29])([CH3:28])[CH2:26][O:27]2)[N:17]=[C:16]2[C:12]=1[N:13]=[C:14]([Br:1])[N:15]2[CH3:31])[C:4]1[CH:5]=[CH:6][CH:7]=[CH:8][CH:9]=1. (3) Given the reactants C(O[C:5](=[O:7])[CH3:6])(=O)C.[Cl:8][C:9]1[CH:10]=[C:11]([NH2:16])[CH:12]=[C:13]([NH2:15])[CH:14]=1, predict the reaction product. The product is: [NH2:16][C:11]1[CH:12]=[C:13]([NH:15][C:5](=[O:7])[CH3:6])[CH:14]=[C:9]([Cl:8])[CH:10]=1. (4) The product is: [Cl:9][C:10]1[CH:11]=[CH:12][C:13]([S:16]([CH:19]([C:28]2[CH:33]=[C:32]([F:34])[CH:31]=[CH:30][C:29]=2[F:35])[C:20]2[C:25]([F:26])=[CH:24][N:23]=[C:22]([NH:27][S:2]([CH3:1])(=[O:4])=[O:3])[CH:21]=2)(=[O:17])=[O:18])=[CH:14][CH:15]=1. Given the reactants [CH3:1][S:2](Cl)(=[O:4])=[O:3].C(Cl)Cl.[Cl:9][C:10]1[CH:15]=[CH:14][C:13]([S:16]([CH:19]([C:28]2[CH:33]=[C:32]([F:34])[CH:31]=[CH:30][C:29]=2[F:35])[C:20]2[C:25]([F:26])=[CH:24][N:23]=[C:22]([NH2:27])[CH:21]=2)(=[O:18])=[O:17])=[CH:12][CH:11]=1.N1C=CC=CC=1, predict the reaction product. (5) Given the reactants [N:1]1[CH:6]=[CH:5][C:4]([CH2:7][O:8][C:9]2[CH:18]=[C:17]3[C:12]([C:13](=O)[NH:14][CH:15]=[N:16]3)=[CH:11][CH:10]=2)=[CH:3][CH:2]=1.S(Cl)([Cl:22])=O, predict the reaction product. The product is: [ClH:22].[Cl:22][C:13]1[C:12]2[C:17](=[CH:18][C:9]([O:8][CH2:7][C:4]3[CH:5]=[CH:6][N:1]=[CH:2][CH:3]=3)=[CH:10][CH:11]=2)[N:16]=[CH:15][N:14]=1.